From a dataset of Full USPTO retrosynthesis dataset with 1.9M reactions from patents (1976-2016). Predict the reactants needed to synthesize the given product. (1) Given the product [C:8]([C:6]1[C:5]([N+:12]([O-:14])=[O:13])=[CH:4][C:3]([NH:15][C:28]#[C:27][Si:24]([CH3:26])([CH3:25])[CH3:23])=[CH:2][CH:7]=1)([CH3:11])([CH3:10])[CH3:9], predict the reactants needed to synthesize it. The reactants are: Br[C:2]1[CH:7]=[C:6]([C:8]([CH3:11])([CH3:10])[CH3:9])[C:5]([N+:12]([O-:14])=[O:13])=[CH:4][C:3]=1[NH2:15].CCN(CC)CC.[CH3:23][Si:24]([C:27]#[CH:28])([CH3:26])[CH3:25]. (2) Given the product [CH3:19][O:20][C:21]1[CH:22]=[C:23]([C:29]2[CH:33]=[CH:32][N:31]([C:4](=[O:6])[CH:3]([O:2][CH3:1])[C:7]3[CH:12]=[CH:11][C:10]([N:13]4[CH2:18][CH2:17][O:16][CH2:15][CH2:14]4)=[CH:9][CH:8]=3)[N:30]=2)[CH:24]=[CH:25][C:26]=1[O:27][CH3:28], predict the reactants needed to synthesize it. The reactants are: [CH3:1][O:2][CH:3]([C:7]1[CH:12]=[CH:11][C:10]([N:13]2[CH2:18][CH2:17][O:16][CH2:15][CH2:14]2)=[CH:9][CH:8]=1)[C:4]([OH:6])=O.[CH3:19][O:20][C:21]1[CH:22]=[C:23]([C:29]2[CH:33]=[CH:32][NH:31][N:30]=2)[CH:24]=[CH:25][C:26]=1[O:27][CH3:28].C(N(C(C)C)CC)(C)C.F[P-](F)(F)(F)(F)F.Br[P+](N1CCCC1)(N1CCCC1)N1CCCC1.C([O-])(O)=O.[Na+].